From a dataset of Full USPTO retrosynthesis dataset with 1.9M reactions from patents (1976-2016). Predict the reactants needed to synthesize the given product. (1) Given the product [C:9](/[C:8](=[C:11]1/[NH:12][C:13]2[CH:21]=[CH:20][CH:19]=[CH:18][C:14]=2[N:15]/1[CH2:16][CH3:17])/[C:6]1[C:5]([CH3:37])=[CH:4][N:3]=[C:2]([NH:1][C:34]([C@H:33]2[CH2:32][S:31][CH2:30][N:29]2[C:27]([O:26][C:23]([CH3:25])([CH3:24])[CH3:22])=[O:28])=[O:36])[N:7]=1)#[N:10], predict the reactants needed to synthesize it. The reactants are: [NH2:1][C:2]1[N:7]=[C:6](/[C:8](=[C:11]2\[NH:12][C:13]3[CH:21]=[CH:20][CH:19]=[CH:18][C:14]=3[N:15]\2[CH2:16][CH3:17])/[C:9]#[N:10])[CH:5]=[CH:4][N:3]=1.[CH3:22][C:23]([O:26][C:27]([N:29]1[C@@H:33]([C:34]([OH:36])=O)[CH2:32][S:31][CH2:30]1)=[O:28])([CH3:25])[CH3:24].[CH3:37]CN(C(C)C)C(C)C. (2) Given the product [C:1]([N:4]1[C:13]2[C:12]3=[N:14][C:15]([CH3:18])=[C:16]([CH3:17])[N:11]3[CH:10]=[CH:9][C:8]=2[CH:7]=[CH:6][CH:5]1[C:20]1[CH:25]=[CH:24][CH:23]=[CH:22][CH:21]=1)(=[O:3])[CH3:2], predict the reactants needed to synthesize it. The reactants are: [C:1]([N:4]1[C:13]2[C:12]3=[N:14][C:15]([CH3:18])=[C:16]([CH3:17])[N:11]3[CH:10]=[CH:9][C:8]=2[C@@H:7](O)[CH2:6][C@H:5]1[C:20]1[CH:25]=[CH:24][CH:23]=[CH:22][CH:21]=1)(=[O:3])[CH3:2].CS(Cl)(=O)=O. (3) Given the product [CH:1]1([C:4]2[N:8]([CH2:9][C:10]3[CH:11]=[CH:12][C:13]([C:16]4[CH:21]=[CH:20][CH:19]=[CH:18][C:17]=4[C:22]4[NH:26][C:25](=[O:27])[O:24][N:23]=4)=[CH:14][CH:15]=3)[C:7]3[C:28]([C:32]([O:34][CH2:36][C:37]4[O:38][C:39](=[O:43])[O:40][C:41]=4[CH3:42])=[O:33])=[CH:29][CH:30]=[CH:31][C:6]=3[N:5]=2)[CH2:2][CH2:3]1, predict the reactants needed to synthesize it. The reactants are: [CH:1]1([C:4]2[N:8]([CH2:9][C:10]3[CH:15]=[CH:14][C:13]([C:16]4[CH:21]=[CH:20][CH:19]=[CH:18][C:17]=4[C:22]4[NH:26][C:25](=[O:27])[O:24][N:23]=4)=[CH:12][CH:11]=3)[C:7]3[C:28]([C:32]([OH:34])=[O:33])=[CH:29][CH:30]=[CH:31][C:6]=3[N:5]=2)[CH2:3][CH2:2]1.O[CH2:36][C:37]1[O:38][C:39](=[O:43])[O:40][C:41]=1[CH3:42].C1(C)C=CC(S(Cl)(=O)=O)=CC=1.C(=O)([O-])[O-].[K+].[K+].Cl.